This data is from Forward reaction prediction with 1.9M reactions from USPTO patents (1976-2016). The task is: Predict the product of the given reaction. (1) Given the reactants C(N(CC)CC)C.[NH2:8][C:9]1[CH:10]=[C:11]([NH:16][C:17](=[O:24])[C:18]2[CH:23]=[CH:22][CH:21]=[CH:20][CH:19]=2)[CH:12]=[CH:13][C:14]=1[CH3:15].[Cl:25][CH2:26][C:27]1[CH:28]=[C:29]([CH:33]=[CH:34][CH:35]=1)[C:30](Cl)=[O:31], predict the reaction product. The product is: [C:17]([NH:16][C:11]1[CH:12]=[CH:13][C:14]([CH3:15])=[C:9]([NH:8][C:30](=[O:31])[C:29]2[CH:33]=[CH:34][CH:35]=[C:27]([CH2:26][Cl:25])[CH:28]=2)[CH:10]=1)(=[O:24])[C:18]1[CH:19]=[CH:20][CH:21]=[CH:22][CH:23]=1. (2) Given the reactants [F:1][C:2]1[CH:7]=[CH:6][C:5]([C:8]2[C:16]3[C:15](O)=[N:14][CH:13]=[N:12][C:11]=3[N:10]([C:18]3[CH:19]=[C:20]([CH3:24])[CH:21]=[CH:22][CH:23]=3)[CH:9]=2)=[CH:4][CH:3]=1.O=P(Cl)(Cl)[Cl:27], predict the reaction product. The product is: [Cl:27][C:15]1[C:16]2[C:8]([C:5]3[CH:6]=[CH:7][C:2]([F:1])=[CH:3][CH:4]=3)=[CH:9][N:10]([C:18]3[CH:19]=[C:20]([CH3:24])[CH:21]=[CH:22][CH:23]=3)[C:11]=2[N:12]=[CH:13][N:14]=1. (3) The product is: [CH2:34]([N:41]1[C:45]([C:46]([F:49])([F:48])[F:47])=[C:44]([CH3:50])[C:43]([Br:51])=[C:42]1[C:52]([NH:60][CH2:55][C:56]([CH3:59])([CH3:58])[CH3:57])=[O:53])[C:35]1[CH:36]=[CH:37][CH:38]=[CH:39][CH:40]=1. Given the reactants CN(C(ON1N=NC2C=CC=NC1=2)=[N+](C)C)C.F[P-](F)(F)(F)(F)F.CCN(C(C)C)C(C)C.[CH2:34]([N:41]1[C:45]([C:46]([F:49])([F:48])[F:47])=[C:44]([CH3:50])[C:43]([Br:51])=[C:42]1[C:52](O)=[O:53])[C:35]1[CH:40]=[CH:39][CH:38]=[CH:37][CH:36]=1.[CH2:55]([NH2:60])[C:56]([CH3:59])([CH3:58])[CH3:57], predict the reaction product. (4) Given the reactants [F:1][C:2]1[CH:3]=[C:4]([C:8]2[CH:9]=[CH:10][C:11]3[NH:16][C:15](=O)[O:14][CH:13]([CH3:18])[C:12]=3[CH:19]=2)[CH:5]=[CH:6][CH:7]=1.COC1C=CC(P2(SP(C3C=CC(OC)=CC=3)(=S)S2)=[S:29])=CC=1, predict the reaction product. The product is: [F:1][C:2]1[CH:3]=[C:4]([C:8]2[CH:9]=[CH:10][C:11]3[NH:16][C:15](=[S:29])[O:14][CH:13]([CH3:18])[C:12]=3[CH:19]=2)[CH:5]=[CH:6][CH:7]=1. (5) Given the reactants [CH3:1][C@H:2]([NH:20]C(=O)OC(C)(C)C)[C:3](=[O:19])[NH:4][C:5]1[CH:18]=[CH:17][C:8]2[O:9][C:10]3[CH2:16][CH2:15][CH2:14][CH2:13][CH2:12][C:11]=3[C:7]=2[CH:6]=1.ClCCl.O1CCO[CH2:33][CH2:32]1, predict the reaction product. The product is: [CH:6]1[C:7]2[C:11]3[CH2:12][CH2:13][CH2:14][CH2:15][CH2:16][C:10]=3[O:9][C:8]=2[CH:17]=[CH:18][C:5]=1[NH:4][C:3](=[O:19])[C@@H:2]1[CH2:1][CH2:33][CH2:32][NH:20]1.